From a dataset of Forward reaction prediction with 1.9M reactions from USPTO patents (1976-2016). Predict the product of the given reaction. The product is: [F:20][C:21]1[C:28]([F:29])=[C:27]([CH3:30])[C:26]([F:31])=[C:25]([F:32])[C:22]=1[CH2:23][N:8]([CH2:7][C:6]1[CH:18]=[CH:19][C:3]([CH2:1][CH3:2])=[CH:4][CH:5]=1)[C:9]1[CH:17]=[CH:16][C:12]2[NH:13][CH:14]=[N:15][C:11]=2[CH:10]=1. Given the reactants [CH2:1]([C:3]1[CH:19]=[CH:18][C:6]([CH2:7][NH:8][C:9]2[CH:17]=[CH:16][C:12]3[N:13]=[CH:14][NH:15][C:11]=3[CH:10]=2)=[CH:5][CH:4]=1)[CH3:2].[F:20][C:21]1[C:28]([F:29])=[C:27]([CH3:30])[C:26]([F:31])=[C:25]([F:32])[C:22]=1[CH2:23]Br.C([O-])([O-])=O.[K+].[K+], predict the reaction product.